Dataset: Full USPTO retrosynthesis dataset with 1.9M reactions from patents (1976-2016). Task: Predict the reactants needed to synthesize the given product. (1) Given the product [CH3:39][C:20]1[C:19]([CH3:40])=[C:18]([C:6]2[N:2]([CH3:1])[N:3]=[CH:4][N:5]=2)[S:22][C:21]=1[C:23]1[N:27]2[N:28]=[C:29]([CH3:37])[CH:30]=[C:31]([CH:32]([CH2:33][CH3:34])[CH2:35][CH3:36])[C:26]2=[N:25][C:24]=1[CH3:38], predict the reactants needed to synthesize it. The reactants are: [CH3:1][N:2]1[CH:6]=[N:5][CH:4]=[N:3]1.C1COCC1.[Li]CCCC.Br[C:18]1[S:22][C:21]([C:23]2[N:27]3[N:28]=[C:29]([CH3:37])[CH:30]=[C:31]([CH:32]([CH2:35][CH3:36])[CH2:33][CH3:34])[C:26]3=[N:25][C:24]=2[CH3:38])=[C:20]([CH3:39])[C:19]=1[CH3:40]. (2) The reactants are: [F:1][C:2]1[C:3](Cl)=[N:4][C:5]([Cl:8])=[N:6][CH:7]=1.C(=O)([O-])[O-].[K+].[K+].[NH2:16][C@@H:17]1[CH2:21][CH2:20][CH2:19][C@@H:18]1[C:22]([OH:24])=[O:23]. Given the product [Cl:8][C:5]1[N:4]=[C:3]([NH:16][C@@H:17]2[CH2:21][CH2:20][CH2:19][C@@H:18]2[C:22]([OH:24])=[O:23])[C:2]([F:1])=[CH:7][N:6]=1, predict the reactants needed to synthesize it. (3) The reactants are: [O:1]=[C:2]1[NH:7][C:6]2[CH:8]=[C:9]([C:12](OC)=[O:13])[CH:10]=[N:11][C:5]=2[N:4]2[CH2:16][CH2:17][S:18][CH2:19][CH:3]12.[H-].[Na+].[H-].[Al+3].[Li+].[H-].[H-].[H-].CO. Given the product [OH:13][CH2:12][C:9]1[CH:10]=[N:11][C:5]2[N:4]3[CH2:16][CH2:17][S:18][CH2:19][CH:3]3[C:2](=[O:1])[NH:7][C:6]=2[CH:8]=1, predict the reactants needed to synthesize it.